Dataset: Serine/threonine kinase 33 screen with 319,792 compounds. Task: Binary Classification. Given a drug SMILES string, predict its activity (active/inactive) in a high-throughput screening assay against a specified biological target. (1) The molecule is O(C1CCCCC1)C(=O)C=1C(C2=C(NC1C)CCCC2=O)c1oc(cc1)C. The result is 0 (inactive). (2) The drug is Clc1c(cc(S(=O)(=O)Nc2c(cccc2)C(O)=O)cc1)C. The result is 0 (inactive).